From a dataset of Forward reaction prediction with 1.9M reactions from USPTO patents (1976-2016). Predict the product of the given reaction. (1) The product is: [CH2:12]1[C:13]2[C:18](=[CH:17][CH:16]=[CH:15][CH:14]=2)[CH2:19][N:11]1[C:9]([C:4]1[CH:3]=[C:2]([C:20]2[CH:25]=[CH:24][CH:23]=[CH:22][CH:21]=2)[CH:7]=[CH:6][C:5]=1[OH:8])=[O:10]. Given the reactants Br[C:2]1[CH:7]=[CH:6][C:5]([OH:8])=[C:4]([C:9]([N:11]2[CH2:19][C:18]3[C:13](=[CH:14][CH:15]=[CH:16][CH:17]=3)[CH2:12]2)=[O:10])[CH:3]=1.[C:20]1(B(O)O)[CH:25]=[CH:24][CH:23]=[CH:22][CH:21]=1.N#N, predict the reaction product. (2) Given the reactants CCOCC.[H-].[Al+3].[Li+].[H-].[H-].[H-].[Cl:12][CH2:13][CH2:14][CH2:15][CH2:16][CH:17]([C:23](OCC)=[O:24])[C:18](OCC)=[O:19].[OH-].[Na+], predict the reaction product. The product is: [Cl:12][CH2:13][CH2:14][CH2:15][CH2:16][CH:17]([CH2:23][OH:24])[CH2:18][OH:19]. (3) Given the reactants [O:1]=[C:2]1[CH2:5][CH:4]([C:6]#[N:7])[CH2:3]1.[BH4-].[Na+], predict the reaction product. The product is: [O:1]=[C:2]1[CH2:5][CH:4]([C:6]#[N:7])[CH2:3]1.[OH:1][C@@H:2]1[CH2:5][C@H:4]([C:6]#[N:7])[CH2:3]1. (4) The product is: [CH:29]1([S:32]([NH:35][C:24](=[O:25])[C:23]2[CH:27]=[CH:28][C:20]([CH2:19][N:11]([S:8]([C:5]3[CH:6]=[CH:7][C:2]([Cl:1])=[CH:3][CH:4]=3)(=[O:9])=[O:10])[CH2:12][C:13]3[CH:18]=[CH:17][CH:16]=[CH:15][N:14]=3)=[CH:21][CH:22]=2)(=[O:34])=[O:33])[CH2:31][CH2:30]1. Given the reactants [Cl:1][C:2]1[CH:7]=[CH:6][C:5]([S:8]([N:11]([CH2:19][C:20]2[CH:28]=[CH:27][C:23]([C:24](O)=[O:25])=[CH:22][CH:21]=2)[CH2:12][C:13]2[CH:18]=[CH:17][CH:16]=[CH:15][N:14]=2)(=[O:10])=[O:9])=[CH:4][CH:3]=1.[CH:29]1([S:32]([NH2:35])(=[O:34])=[O:33])[CH2:31][CH2:30]1, predict the reaction product. (5) Given the reactants O=[C:2]1[C:11]2[C:6](=[CH:7][CH:8]=[CH:9][CH:10]=2)[N:5]([CH2:12][C:13]2[CH:18]=[CH:17][C:16]([N:19]3[CH:23]=[CH:22][CH:21]=[N:20]3)=[CH:15][CH:14]=2)[N:4]=[C:3]1[C:24]([O:26][CH2:27][CH3:28])=[O:25].COC1C=CC(P2(SP(C3C=CC(OC)=CC=3)(=S)S2)=[S:38])=CC=1, predict the reaction product. The product is: [N:19]1([C:16]2[CH:15]=[CH:14][C:13]([CH2:12][N:5]3[C:6]4[C:11](=[CH:10][CH:9]=[CH:8][CH:7]=4)[C:2](=[S:38])[C:3]([C:24]([O:26][CH2:27][CH3:28])=[O:25])=[N:4]3)=[CH:18][CH:17]=2)[CH:23]=[CH:22][CH:21]=[N:20]1. (6) Given the reactants [I:1][C:2]1[CH:10]=[CH:9][C:5]([C:6](Cl)=[O:7])=[CH:4][CH:3]=1.[CH2:11]([NH:13][CH2:14][CH3:15])[CH3:12], predict the reaction product. The product is: [I:1][C:2]1[CH:10]=[CH:9][C:5]([C:6]([N:13]([CH2:14][CH3:15])[CH2:11][CH3:12])=[O:7])=[CH:4][CH:3]=1. (7) Given the reactants [O:1]1[C:5]2([CH2:10][CH2:9][NH:8][CH2:7][CH2:6]2)[O:4][CH2:3][CH2:2]1.Br[C:12]1[C:17]([F:18])=[CH:16][C:15]([C:19]([F:22])([F:21])[F:20])=[CH:14][N:13]=1.CN(C)C=O.O1CCOCC1, predict the reaction product. The product is: [F:18][C:17]1[C:12]([N:8]2[CH2:9][CH2:10][C:5]3([O:4][CH2:3][CH2:2][O:1]3)[CH2:6][CH2:7]2)=[N:13][CH:14]=[C:15]([C:19]([F:21])([F:20])[F:22])[CH:16]=1. (8) Given the reactants Cl.Br[C:3]1[CH:8]=[CH:7][N:6]=[CH:5][CH:4]=1.C(=O)([O-])[O-].[K+].[K+].[Cl-].[Na+].C([Li])CCC.CCCCCC.[C@@H:28]12[C:37](=[O:38])[O:36][C:34](=[O:35])[C@@H:29]1[CH2:30][CH2:31][CH2:32][CH2:33]2, predict the reaction product. The product is: [N:6]1[CH:7]=[CH:8][C:3]([C:37]([C@H:28]2[CH2:33][CH2:32][CH2:31][CH2:30][C@H:29]2[C:34]([OH:36])=[O:35])=[O:38])=[CH:4][CH:5]=1.